From a dataset of Merck oncology drug combination screen with 23,052 pairs across 39 cell lines. Regression. Given two drug SMILES strings and cell line genomic features, predict the synergy score measuring deviation from expected non-interaction effect. (1) Drug 1: Cn1nnc2c(C(N)=O)ncn2c1=O. Drug 2: Cn1cc(-c2cnn3c(N)c(Br)c(C4CCCNC4)nc23)cn1. Cell line: SKMES1. Synergy scores: synergy=-4.30. (2) Drug 1: COc1cccc2c1C(=O)c1c(O)c3c(c(O)c1C2=O)CC(O)(C(=O)CO)CC3OC1CC(N)C(O)C(C)O1. Drug 2: NC(=O)c1cccc2cn(-c3ccc(C4CCCNC4)cc3)nc12. Cell line: RPMI7951. Synergy scores: synergy=-9.42. (3) Drug 1: CCN(CC)CCNC(=O)c1c(C)[nH]c(C=C2C(=O)Nc3ccc(F)cc32)c1C. Drug 2: Cc1nc(Nc2ncc(C(=O)Nc3c(C)cccc3Cl)s2)cc(N2CCN(CCO)CC2)n1. Cell line: MSTO. Synergy scores: synergy=28.4. (4) Drug 1: CCC1=CC2CN(C1)Cc1c([nH]c3ccccc13)C(C(=O)OC)(c1cc3c(cc1OC)N(C)C1C(O)(C(=O)OC)C(OC(C)=O)C4(CC)C=CCN5CCC31C54)C2. Drug 2: Cn1nnc2c(C(N)=O)ncn2c1=O. Cell line: SW837. Synergy scores: synergy=-3.38. (5) Cell line: UWB1289BRCA1. Drug 1: CN(Cc1cnc2nc(N)nc(N)c2n1)c1ccc(C(=O)NC(CCC(=O)O)C(=O)O)cc1. Synergy scores: synergy=0.239. Drug 2: O=C(O)C1(Cc2cccc(Nc3nccs3)n2)CCC(Oc2cccc(Cl)c2F)CC1. (6) Drug 1: CC1(c2nc3c(C(N)=O)cccc3[nH]2)CCCN1. Drug 2: CCC1(O)C(=O)OCc2c1cc1n(c2=O)Cc2cc3c(CN(C)C)c(O)ccc3nc2-1. Cell line: HT29. Synergy scores: synergy=-13.7.